From a dataset of NCI-60 drug combinations with 297,098 pairs across 59 cell lines. Regression. Given two drug SMILES strings and cell line genomic features, predict the synergy score measuring deviation from expected non-interaction effect. (1) Drug 2: C1CCC(C(C1)N)N.C(=O)(C(=O)[O-])[O-].[Pt+4]. Drug 1: COC1=NC(=NC2=C1N=CN2C3C(C(C(O3)CO)O)O)N. Cell line: NCI-H226. Synergy scores: CSS=-2.09, Synergy_ZIP=0.212, Synergy_Bliss=2.49, Synergy_Loewe=-9.20, Synergy_HSA=-4.40. (2) Drug 1: C1CC(C1)(C(=O)O)C(=O)O.[NH2-].[NH2-].[Pt+2]. Drug 2: C(CC(=O)O)C(=O)CN.Cl. Cell line: IGROV1. Synergy scores: CSS=8.95, Synergy_ZIP=-3.80, Synergy_Bliss=-0.993, Synergy_Loewe=-0.891, Synergy_HSA=-0.258. (3) Drug 1: CC1=C(C=C(C=C1)NC(=O)C2=CC=C(C=C2)CN3CCN(CC3)C)NC4=NC=CC(=N4)C5=CN=CC=C5. Drug 2: CCC1(CC2CC(C3=C(CCN(C2)C1)C4=CC=CC=C4N3)(C5=C(C=C6C(=C5)C78CCN9C7C(C=CC9)(C(C(C8N6C)(C(=O)OC)O)OC(=O)C)CC)OC)C(=O)OC)O.OS(=O)(=O)O. Cell line: NCI-H226. Synergy scores: CSS=2.42, Synergy_ZIP=0.248, Synergy_Bliss=-1.22, Synergy_Loewe=-4.15, Synergy_HSA=-3.80. (4) Drug 1: C1C(C(OC1N2C=NC(=NC2=O)N)CO)O. Drug 2: CC1C(C(CC(O1)OC2CC(CC3=C2C(=C4C(=C3O)C(=O)C5=CC=CC=C5C4=O)O)(C(=O)C)O)N)O. Cell line: SK-OV-3. Synergy scores: CSS=31.7, Synergy_ZIP=4.08, Synergy_Bliss=4.34, Synergy_Loewe=-10.1, Synergy_HSA=2.72. (5) Drug 1: CCC1=C2CN3C(=CC4=C(C3=O)COC(=O)C4(CC)O)C2=NC5=C1C=C(C=C5)O. Drug 2: C1C(C(OC1N2C=NC(=NC2=O)N)CO)O. Cell line: CAKI-1. Synergy scores: CSS=24.0, Synergy_ZIP=-6.38, Synergy_Bliss=2.13, Synergy_Loewe=1.67, Synergy_HSA=2.21.